Dataset: Forward reaction prediction with 1.9M reactions from USPTO patents (1976-2016). Task: Predict the product of the given reaction. Given the reactants [OH:1][CH2:2][CH:3]1[O:7][C:6](=[O:8])[N:5]([CH:9]([CH3:11])C)[CH2:4]1.[CH:12]1[CH:17]=[CH:16][C:15](CCN)=[CH:14][CH:13]=1.C(N)(C)C, predict the reaction product. The product is: [OH:1][CH2:2][CH:3]1[O:7][C:6](=[O:8])[N:5]([CH2:9][CH2:11][C:12]2[CH:17]=[CH:16][CH:15]=[CH:14][CH:13]=2)[CH2:4]1.